This data is from Reaction yield outcomes from USPTO patents with 853,638 reactions. The task is: Predict the reaction yield, written as a fraction of the theoretical maximum amount of product (1.0 means a 100% yield; for example, 0.34 means a 34% yield). (1) The yield is 0.910. The reactants are Cl[C:2]1[CH:11]=[N:10][C:9]2[C:4](=[CH:5][CH:6]=[CH:7][CH:8]=2)[N:3]=1.[NH2:12][C:13]1[CH:24]=[CH:23][C:16]([C:17]([O:19][CH:20]([CH3:22])[CH3:21])=[O:18])=[CH:15][CH:14]=1. The product is [N:3]1[C:4]2[C:9](=[CH:8][CH:7]=[CH:6][CH:5]=2)[N:10]=[CH:11][C:2]=1[NH:12][C:13]1[CH:24]=[CH:23][C:16]([C:17]([O:19][CH:20]([CH3:21])[CH3:22])=[O:18])=[CH:15][CH:14]=1. The catalyst is C(O)CC. (2) The reactants are [CH3:1][C:2]1[CH:7]=[CH:6][CH:5]=[C:4]([N+:8]([O-])=O)[C:3]=1[OH:11]. The catalyst is CCOC(C)=O.CCO.[Pd]. The product is [NH2:8][C:4]1[CH:5]=[CH:6][CH:7]=[C:2]([CH3:1])[C:3]=1[OH:11]. The yield is 0.850. (3) The reactants are [N:1]([CH2:4][CH2:5][O:6][CH2:7][CH2:8][O:9][CH2:10][CH2:11][O:12][CH2:13][CH2:14][O:15][CH2:16][CH2:17][O:18][CH2:19][CH2:20][O:21][CH2:22][CH2:23][O:24][CH2:25][CH2:26][NH2:27])=[N+:2]=[N-:3].CCN(C(C)C)C(C)C.[C:37]([O:41][C:42](=[O:75])[C@@H:43]([NH:49][C:50](=[O:74])[CH2:51][CH2:52][CH2:53][CH2:54][CH2:55][CH2:56][CH2:57][CH2:58][CH2:59][CH2:60][CH2:61][CH2:62][CH2:63][CH2:64][CH2:65][CH2:66][C:67]([O:69][C:70]([CH3:73])([CH3:72])[CH3:71])=[O:68])[CH2:44][CH2:45][C:46](O)=[O:47])([CH3:40])([CH3:39])[CH3:38].CN(C(ON1N=NC2C=CC=NC1=2)=[N+](C)C)C.F[P-](F)(F)(F)(F)F. The catalyst is CN(C=O)C. The product is [N:1]([CH2:4][CH2:5][O:6][CH2:7][CH2:8][O:9][CH2:10][CH2:11][O:12][CH2:13][CH2:14][O:15][CH2:16][CH2:17][O:18][CH2:19][CH2:20][O:21][CH2:22][CH2:23][O:24][CH2:25][CH2:26][NH:27][C:46](=[O:47])[CH2:45][CH2:44][C@@H:43]([C:42]([O:41][C:37]([CH3:40])([CH3:39])[CH3:38])=[O:75])[NH:49][C:50](=[O:74])[CH2:51][CH2:52][CH2:53][CH2:54][CH2:55][CH2:56][CH2:57][CH2:58][CH2:59][CH2:60][CH2:61][CH2:62][CH2:63][CH2:64][CH2:65][CH2:66][C:67]([O:69][C:70]([CH3:71])([CH3:72])[CH3:73])=[O:68])=[N+:2]=[N-:3]. The yield is 0.940. (4) The product is [Cl:29][C:20]1[C:21]([C:25]([F:28])([F:27])[F:26])=[CH:22][CH:23]=[CH:24][C:19]=1[CH2:18][N:14]1[CH:13]([CH3:31])[CH2:12][N:11]2[C:7]([C:2]3[CH:3]=[N:4][CH:5]=[CH:6][N:1]=3)=[N:8][N:9]=[C:10]2[C:15]1=[O:16]. The reactants are [N:1]1[CH:6]=[CH:5][N:4]=[CH:3][C:2]=1[C:7]1[N:11]2[CH2:12][CH2:13][NH:14][C:15](=[O:16])[C:10]2=[N:9][N:8]=1.Br[CH2:18][C:19]1[CH:24]=[CH:23][CH:22]=[C:21]([C:25]([F:28])([F:27])[F:26])[C:20]=1[Cl:29].Br[CH2:31]C1C=CC=C(Cl)C=1Cl. The yield is 0.630. No catalyst specified. (5) The reactants are [Cl:1][C:2]1[CH:17]=[CH:16][C:5]([O:6][C:7]2[CH:12]=[CH:11][C:10]([CH2:13][CH2:14][NH2:15])=[CH:9][CH:8]=2)=[CH:4][C:3]=1[C:18]([F:21])([F:20])[F:19].CS[C:24]1[NH:25][CH:26]=[C:27]([CH2:31][C:32]2[CH:33]=[N:34][C:35](=[O:38])[NH:36][CH:37]=2)[C:28](=[O:30])[N:29]=1. The catalyst is N1C=CC=CC=1. The product is [Cl:1][C:2]1[CH:17]=[CH:16][C:5]([O:6][C:7]2[CH:12]=[CH:11][C:10]([CH2:13][CH2:14][NH:15][C:24]3[NH:25][CH:26]=[C:27]([CH2:31][C:32]4[CH:33]=[N:34][C:35](=[O:38])[NH:36][CH:37]=4)[C:28](=[O:30])[N:29]=3)=[CH:9][CH:8]=2)=[CH:4][C:3]=1[C:18]([F:19])([F:20])[F:21]. The yield is 0.110. (6) The reactants are [NH2:1][C:2]1[CH:7]=[CH:6][CH:5]=[CH:4][N:3]=1.CCN=C=NCCCN(C)C.Cl.[F:20][C:21]([F:29])([F:28])[C:22]([F:27])([F:26])[C:23](O)=[O:24]. The catalyst is ClCCl.CN(C1C=CN=CC=1)C. The product is [F:26][C:22]([F:27])([C:21]([F:29])([F:28])[F:20])[C:23]([N:1]=[C:2]1[CH:7]=[CH:6][CH:5]=[CH:4][NH:3]1)=[O:24]. The yield is 0.110.